Dataset: Full USPTO retrosynthesis dataset with 1.9M reactions from patents (1976-2016). Task: Predict the reactants needed to synthesize the given product. (1) The reactants are: Cl.[NH2:2][CH2:3][C:4]1[CH:5]=[C:6]([CH2:10][N:11]2[C:19]3[C:14](=[C:15]([O:20][CH3:21])[CH:16]=[CH:17][CH:18]=3)[C:13]([NH:22][S:23]([C:26]3[S:27][C:28]([Cl:31])=[CH:29][CH:30]=3)(=[O:25])=[O:24])=[N:12]2)[CH:7]=[CH:8][CH:9]=1.[CH3:32][S:33](Cl)(=[O:35])=[O:34].N1C=CC=CC=1. Given the product [Cl:31][C:28]1[S:27][C:26]([S:23]([NH:22][C:13]2[C:14]3[C:19](=[CH:18][CH:17]=[CH:16][C:15]=3[O:20][CH3:21])[N:11]([CH2:10][C:6]3[CH:7]=[CH:8][CH:9]=[C:4]([CH2:3][NH:2][S:33]([CH3:32])(=[O:35])=[O:34])[CH:5]=3)[N:12]=2)(=[O:25])=[O:24])=[CH:30][CH:29]=1, predict the reactants needed to synthesize it. (2) Given the product [Cl:6][C:7]1[N:8]=[C:9]([CH3:14])[N:10]=[C:11]([NH:5][CH2:4][CH2:3][O:2][CH3:1])[N:12]=1, predict the reactants needed to synthesize it. The reactants are: [CH3:1][O:2][CH2:3][CH2:4][NH2:5].[Cl:6][C:7]1[N:12]=[C:11](Cl)[N:10]=[C:9]([CH3:14])[N:8]=1.CCN(C(C)C)C(C)C. (3) Given the product [NH2:44][C:31]1[NH:1][C:2]2[CH:3]=[C:4]([C:10]3[N:15]=[C:14]4[N:16]([CH2:21][CH:22]5[CH2:27][CH2:26][O:25][CH2:24][CH2:23]5)[C:17](=[O:20])[CH2:18][NH:19][C:13]4=[N:12][CH:11]=3)[CH:5]=[C:6]([CH3:9])[C:7]=2[N:8]=1, predict the reactants needed to synthesize it. The reactants are: [NH2:1][C:2]1[CH:3]=[C:4]([C:10]2[N:15]=[C:14]3[N:16]([CH2:21][CH:22]4[CH2:27][CH2:26][O:25][CH2:24][CH2:23]4)[C:17](=[O:20])[CH2:18][NH:19][C:13]3=[N:12][CH:11]=2)[CH:5]=[C:6]([CH3:9])[C:7]=1[NH2:8].CC1C=C(B2OC(C)(C)C(C)(C)O2)C=[C:31]([NH2:44])C=1N.BrC1N=C2N(CC3CCOCC3)C(=O)CNC2=NC=1.ClCCl.C(=O)([O-])[O-].[Na+].[Na+]. (4) Given the product [C:27]([O:26][C:24](=[O:25])[NH:31][CH2:32][CH2:33][O:21][C:18]1[CH:19]=[C:20]2[C:15]([CH2:14][CH2:13][N:12]=[C:11]2[C:8]2([C:5]3[CH:4]=[CH:3][C:2]([Cl:1])=[CH:7][CH:6]=3)[CH2:10][CH2:9]2)=[CH:16][CH:17]=1)([CH3:30])([CH3:29])[CH3:28], predict the reactants needed to synthesize it. The reactants are: [Cl:1][C:2]1[CH:7]=[CH:6][C:5]([C:8]2([C:11]3[C:20]4[C:15](=[CH:16][CH:17]=[C:18]([OH:21])[CH:19]=4)[CH2:14][CH2:13][N:12]=3)[CH2:10][CH2:9]2)=[CH:4][CH:3]=1.[H-].[Na+].[C:24]([NH:31][CH2:32][CH2:33]Br)([O:26][C:27]([CH3:30])([CH3:29])[CH3:28])=[O:25]. (5) Given the product [Si:5]([O:6][C:7]1[CH:12]=[CH:11][C:10]([NH2:13])=[CH:9][C:8]=1[CH3:16])([C:1]([CH3:4])([CH3:3])[CH3:2])([CH3:17])[CH3:18], predict the reactants needed to synthesize it. The reactants are: [C:1]([Si:5]([CH3:18])([CH3:17])[O:6][C:7]1[CH:12]=[CH:11][C:10]([N+:13]([O-])=O)=[CH:9][C:8]=1[CH3:16])([CH3:4])([CH3:3])[CH3:2].[H][H]. (6) Given the product [F:22][C:23]1([F:29])[CH2:27][CH2:26][CH:25]([NH:28][C:13](=[O:14])[C@H:12]([N:9]2[C:8](=[O:19])[C:7]3=[CH:20][NH:21][C:5]4[C:6]3=[C:11]([C:2]([F:1])=[CH:3][N:4]=4)[CH2:10]2)[CH:16]([CH3:17])[CH3:18])[CH2:24]1, predict the reactants needed to synthesize it. The reactants are: [F:1][C:2]1[C:11]2[CH2:10][N:9]([C@H:12]([CH:16]([CH3:18])[CH3:17])[C:13](O)=[O:14])[C:8](=[O:19])[C:7]3=[CH:20][NH:21][C:5]([C:6]=23)=[N:4][CH:3]=1.[F:22][C:23]1([F:29])[CH2:27][CH2:26][CH:25]([NH2:28])[CH2:24]1.C1C=CC2N(O)N=NC=2C=1.C(Cl)CCl.